Dataset: Full USPTO retrosynthesis dataset with 1.9M reactions from patents (1976-2016). Task: Predict the reactants needed to synthesize the given product. (1) Given the product [F:65][C:66]1[CH:67]=[C:68]([C:10]2[C:11](=[O:31])[C:12]3[C:17]([C:9]=2[C:3]2[CH:4]=[CH:5][C:6]([F:8])=[CH:7][C:2]=2[F:1])=[CH:16][CH:15]=[C:14]([O:18][CH2:19][CH2:20][N:21]2[CH2:22][CH2:23][N:24]([S:27]([CH3:30])(=[O:29])=[O:28])[CH2:25][CH2:26]2)[CH:13]=3)[CH:69]=[CH:70][C:71]=1[O:72][CH3:73], predict the reactants needed to synthesize it. The reactants are: [F:1][C:2]1[CH:7]=[C:6]([F:8])[CH:5]=[CH:4][C:3]=1[C:9]1[C:17]2[C:12](=[CH:13][C:14]([O:18][CH2:19][CH2:20][N:21]3[CH2:26][CH2:25][N:24]([S:27]([CH3:30])(=[O:29])=[O:28])[CH2:23][CH2:22]3)=[CH:15][CH:16]=2)[C:11](=[O:31])[C:10]=1C1C=CC(C)=CC=1.O1CCN(CCOC2C=C3C(C(C4C=CC=CC=4)=C(Br)C3=O)=CC=2)CC1.[F:65][C:66]1[CH:67]=[C:68](B(O)O)[CH:69]=[CH:70][C:71]=1[O:72][CH3:73]. (2) Given the product [Cl:8][C:14]1[C:15]([N+:17]([O-:19])=[O:18])=[CH:16][C:11]([F:10])=[CH:12][C:13]=1[N+:21]([O-:23])=[O:22], predict the reactants needed to synthesize it. The reactants are: CN(C)C=O.S(Cl)([Cl:8])=O.[F:10][C:11]1[CH:16]=[C:15]([N+:17]([O-:19])=[O:18])[C:14](O)=[C:13]([N+:21]([O-:23])=[O:22])[CH:12]=1.